Dataset: Forward reaction prediction with 1.9M reactions from USPTO patents (1976-2016). Task: Predict the product of the given reaction. (1) Given the reactants [CH3:1][S:2]([C:5]1[CH:6]=[CH:7][C:8]([O:11][C:12]2[CH:13]=[C:14]3[C:18](=[C:19]([O:21][CH:22]4[CH2:27][CH2:26][O:25][CH2:24][CH2:23]4)[CH:20]=2)[NH:17][C:16]([C:28]([O:30]CC)=[O:29])=[CH:15]3)=NC=1)(=[O:4])=[O:3].[OH-].[Na+].O1CC[CH2:37][CH2:36]1, predict the reaction product. The product is: [CH3:1][S:2]([C:5]1[CH:6]=[CH:7][C:8]([O:11][C:12]2[CH:13]=[C:14]3[C:18](=[C:19]([O:21][CH:22]4[CH2:23][CH2:24][O:25][CH2:26][CH2:27]4)[CH:20]=2)[NH:17][C:16]([C:28]([OH:30])=[O:29])=[CH:15]3)=[CH:37][CH:36]=1)(=[O:3])=[O:4]. (2) Given the reactants [Cl:1][C:2]1[CH:3]=[C:4]([C:9]2[N:13]([C:14]3[CH:19]=[CH:18][CH:17]=CN=3)[N:12]=[C:11]([C:20]([OH:22])=[O:21])[CH:10]=2)[CH:5]=[C:6]([F:8])[CH:7]=1.[ClH:23].Cl.ClC1C=C[N:29]=[CH:28]C=1NN, predict the reaction product. The product is: [Cl:1][C:2]1[CH:3]=[C:4]([C:9]2[N:13]([C:14]3[CH:28]=[N:29][C:17]([Cl:23])=[CH:18][CH:19]=3)[N:12]=[C:11]([C:20]([OH:22])=[O:21])[CH:10]=2)[CH:5]=[C:6]([F:8])[CH:7]=1.